From a dataset of Reaction yield outcomes from USPTO patents with 853,638 reactions. Predict the reaction yield, written as a fraction of the theoretical maximum amount of product (1.0 means a 100% yield; for example, 0.34 means a 34% yield). (1) The reactants are [F:1][C:2]([F:12])([F:11])[CH2:3][CH2:4][S:5][CH2:6][CH2:7][C:8](O)=[O:9].S(Cl)([Cl:15])=O. The catalyst is ClCCl. The product is [F:1][C:2]([F:12])([F:11])[CH2:3][CH2:4][S:5][CH2:6][CH2:7][C:8]([Cl:15])=[O:9]. The yield is 0.860. (2) The reactants are [Cl:1][C:2]1[CH:7]=[C:6]([O:8]C)[CH:5]=[CH:4][C:3]=1[S:10]([NH:13][C:14]1[CH:15]=[CH:16][C:17]2[CH2:21][O:20][B:19]([OH:22])[C:18]=2[CH:23]=1)(=[O:12])=[O:11].BrB(Br)Br.CC(C)=O.C(=O)=O. The catalyst is ClCCl. The product is [Cl:1][C:2]1[CH:7]=[C:6]([OH:8])[CH:5]=[CH:4][C:3]=1[S:10]([NH:13][C:14]1[CH:15]=[CH:16][C:17]2[CH2:21][O:20][B:19]([OH:22])[C:18]=2[CH:23]=1)(=[O:12])=[O:11]. The yield is 0.140. (3) The reactants are [CH2:1]([N:3]1[CH:7]=[C:6]([OH:8])[CH:5]=[N:4]1)[CH3:2].Cl[C:10]1[N:11]=[C:12]([OH:20])[C:13]2[CH:19]=[CH:18][N:17]=[CH:16][C:14]=2[N:15]=1. No catalyst specified. The product is [CH2:1]([N:3]1[CH:7]=[C:6]([O:8][C:10]2[N:11]=[C:12]([OH:20])[C:13]3[CH:19]=[CH:18][N:17]=[CH:16][C:14]=3[N:15]=2)[CH:5]=[N:4]1)[CH3:2]. The yield is 0.0300. (4) The reactants are [C:1]([NH:5][S:6]([CH2:9][CH2:10][CH2:11]Cl)(=[O:8])=[O:7])([CH3:4])([CH3:3])[CH3:2].[CH2:13]([Li])CCC.CI. The catalyst is C1COCC1. The product is [C:1]([NH:5][S:6]([C:9]1([CH3:13])[CH2:11][CH2:10]1)(=[O:8])=[O:7])([CH3:4])([CH3:3])[CH3:2]. The yield is 0.810. (5) The reactants are Cl.[Cl:2][C:3]1[CH:4]=[C:5]([CH:10]([O:22][C:23]2[CH:28]=[CH:27][CH:26]=[CH:25][CH:24]=2)[CH:11]2[CH2:14][N:13](C(OC(C)(C)C)=O)[CH2:12]2)[CH:6]=[CH:7][C:8]=1[Cl:9]. The catalyst is CO. The product is [ClH:2].[Cl:2][C:3]1[CH:4]=[C:5]([CH:10]([O:22][C:23]2[CH:24]=[CH:25][CH:26]=[CH:27][CH:28]=2)[CH:11]2[CH2:14][NH:13][CH2:12]2)[CH:6]=[CH:7][C:8]=1[Cl:9]. The yield is 0.970.